Dataset: Retrosynthesis with 50K atom-mapped reactions and 10 reaction types from USPTO. Task: Predict the reactants needed to synthesize the given product. (1) The reactants are: N#Cc1cccnc1Cl.OB(O)c1c(F)cc(F)cc1F. Given the product N#Cc1cccnc1-c1c(F)cc(F)cc1F, predict the reactants needed to synthesize it. (2) The reactants are: CCCCCCCCCCCC#Cc1cnccc1C=O.CCOC(=O)CC(=O)OCC. Given the product CCCCCCCCCCCC#Cc1cnccc1C=C(C(=O)OCC)C(=O)OCC, predict the reactants needed to synthesize it. (3) Given the product O=C(O)C(F)(F)F, predict the reactants needed to synthesize it. The reactants are: CC(C)(C)OC(=O)N[C@@H](Cc1cc(F)cc(F)c1)c1ncccc1-c1ccc(Cl)cc1. (4) The reactants are: CC(C)(C)OC(=O)NCC(=O)O.COc1cc2nccc(Oc3ccc(NC(=O)c4c(C)n(C[C@@H](C)O)n(-c5ccccc5)c4=O)cc3F)c2cc1OC. Given the product COc1cc2nccc(Oc3ccc(NC(=O)c4c(C)n(C[C@@H](C)OC(=O)CNC(=O)OC(C)(C)C)n(-c5ccccc5)c4=O)cc3F)c2cc1OC, predict the reactants needed to synthesize it. (5) Given the product C[C@@H]1COCCN1c1nc(-c2cccc(O)c2)nc2c1cnn2-c1ccccc1, predict the reactants needed to synthesize it. The reactants are: C[C@@H]1COCCN1.Oc1cccc(-c2nc(Br)c3cnn(-c4ccccc4)c3n2)c1. (6) Given the product CCCCC1(CCCC)CCc2c(OCc3ccc4ccccc4n3)cccc2C1=O, predict the reactants needed to synthesize it. The reactants are: CCCCC1(CCCC)CCc2c(O)cccc2C1=O.ClCc1ccc2ccccc2n1.